This data is from Full USPTO retrosynthesis dataset with 1.9M reactions from patents (1976-2016). The task is: Predict the reactants needed to synthesize the given product. Given the product [C:19]([CH2:18][CH2:17][C:4]1[CH:5]([C:12]([OH:14])=[O:13])[NH:6][C:7]2[C:3]=1[C:2]([Cl:1])([F:24])[CH:10]=[C:9]([Cl:11])[CH:8]=2)([OH:21])=[O:20], predict the reactants needed to synthesize it. The reactants are: [Cl:1][C:2]1([F:24])[CH:10]=[C:9]([Cl:11])[CH:8]=[C:7]2[C:3]1=[C:4]([CH2:17][CH2:18][C:19]([O:21]CC)=[O:20])[CH:5]([C:12]([O:14]CC)=[O:13])[NH:6]2.O.O.O.[OH-].[Li+].